Dataset: Catalyst prediction with 721,799 reactions and 888 catalyst types from USPTO. Task: Predict which catalyst facilitates the given reaction. (1) Reactant: [Cl:1]N1C(=O)CCC1=O.[F:9][CH:10]([F:19])[O:11][C:12]1[CH:18]=[CH:17][C:15]([NH2:16])=[CH:14][CH:13]=1. Product: [Cl:1][C:17]1[CH:18]=[C:12]([O:11][CH:10]([F:19])[F:9])[CH:13]=[CH:14][C:15]=1[NH2:16]. The catalyst class is: 10. (2) Reactant: C(OC(=O)[NH:7][C:8]1[CH:13]=[CH:12][C:11]([F:14])=[C:10]([Br:15])[N:9]=1)(C)(C)C.C(O)(C(F)(F)F)=O. Product: [Br:15][C:10]1[N:9]=[C:8]([NH2:7])[CH:13]=[CH:12][C:11]=1[F:14]. The catalyst class is: 2.